Dataset: NCI-60 drug combinations with 297,098 pairs across 59 cell lines. Task: Regression. Given two drug SMILES strings and cell line genomic features, predict the synergy score measuring deviation from expected non-interaction effect. (1) Drug 1: CCC1=CC2CC(C3=C(CN(C2)C1)C4=CC=CC=C4N3)(C5=C(C=C6C(=C5)C78CCN9C7C(C=CC9)(C(C(C8N6C)(C(=O)OC)O)OC(=O)C)CC)OC)C(=O)OC.C(C(C(=O)O)O)(C(=O)O)O. Drug 2: C1CN1P(=S)(N2CC2)N3CC3. Cell line: SN12C. Synergy scores: CSS=36.2, Synergy_ZIP=-7.33, Synergy_Bliss=-2.72, Synergy_Loewe=-24.8, Synergy_HSA=0.949. (2) Synergy scores: CSS=20.3, Synergy_ZIP=-8.16, Synergy_Bliss=-7.73, Synergy_Loewe=-2.28, Synergy_HSA=-2.15. Cell line: MCF7. Drug 2: CN(CC1=CN=C2C(=N1)C(=NC(=N2)N)N)C3=CC=C(C=C3)C(=O)NC(CCC(=O)O)C(=O)O. Drug 1: C1CCN(CC1)CCOC2=CC=C(C=C2)C(=O)C3=C(SC4=C3C=CC(=C4)O)C5=CC=C(C=C5)O.